Task: Predict the product of the given reaction.. Dataset: Forward reaction prediction with 1.9M reactions from USPTO patents (1976-2016) (1) Given the reactants O1C=C(CN)N=C1.[CH3:8][N:9]1[C:13]([CH3:14])=[CH:12][C:11]([CH2:15][NH2:16])=[N:10]1.[F:17][C:18]1[CH:39]=[CH:38][C:21]([CH2:22][N:23]2[CH2:27][CH2:26][N:25]([C:28]3[CH:29]=[C:30]([CH:34]=[CH:35][N:36]=3)[C:31](O)=[O:32])[C:24]2=[O:37])=[CH:20][CH:19]=1, predict the reaction product. The product is: [CH3:8][N:9]1[C:13]([CH3:14])=[CH:12][C:11]([CH2:15][NH:16][C:31](=[O:32])[C:30]2[CH:34]=[CH:35][N:36]=[C:28]([N:25]3[CH2:26][CH2:27][N:23]([CH2:22][C:21]4[CH:20]=[CH:19][C:18]([F:17])=[CH:39][CH:38]=4)[C:24]3=[O:37])[CH:29]=2)=[N:10]1. (2) Given the reactants [N:1]1[CH:6]=[CH:5][CH:4]=[N:3][C:2]=1[C:7]1[CH:15]=[CH:14][CH:13]=[CH:12][C:8]=1[C:9]([OH:11])=O.[CH3:16][C@H:17]1[NH:22][CH2:21][C@H:20]([O:23][C:24]2[CH:25]=[C:26]([CH:30]([OH:32])[CH3:31])[CH:27]=[CH:28][CH:29]=2)[CH2:19][CH2:18]1.CCN(C(C)C)C(C)C.C(P1(=O)OP(=O)(CCC)OP(=O)(CCC)O1)CC, predict the reaction product. The product is: [CH3:16][C@H:17]1[N:22]([C:9]([C:8]2[CH:12]=[CH:13][CH:14]=[CH:15][C:7]=2[C:2]2[N:1]=[CH:6][CH:5]=[CH:4][N:3]=2)=[O:11])[CH2:21][C@H:20]([O:23][C:24]2[CH:25]=[C:26]([CH:30]([OH:32])[CH3:31])[CH:27]=[CH:28][CH:29]=2)[CH2:19][CH2:18]1. (3) Given the reactants [C:1]1([CH:13]2[CH2:18][CH2:17][N:16](C(OCC3C=CC=CC=3)=O)[CH2:15][CH2:14]2)[N:2]=[N:3][N:4]2[C:9]=1[C:8]1[CH:10]=[CH:11][NH:12][C:7]=1[N:6]=[CH:5]2, predict the reaction product. The product is: [NH:16]1[CH2:15][CH2:14][CH:13]([C:1]2[N:2]=[N:3][N:4]3[C:9]=2[C:8]2[CH:10]=[CH:11][NH:12][C:7]=2[N:6]=[CH:5]3)[CH2:18][CH2:17]1.